From a dataset of Forward reaction prediction with 1.9M reactions from USPTO patents (1976-2016). Predict the product of the given reaction. (1) Given the reactants [N:1]([O-:3])=O.[Na+].[CH3:5][C:6]1[CH:7]=[C:8]([C:21](=[O:29])[CH2:22][C:23]2[CH:28]=[N:27][CH:26]=[CH:25][N:24]=2)[CH:9]=[CH:10][C:11]=1[N:12]1[C:16]2=[N:17][CH:18]=[CH:19][CH:20]=[C:15]2[CH:14]=[CH:13]1, predict the reaction product. The product is: [OH:3][N:1]=[C:22]([C:23]1[CH:28]=[N:27][CH:26]=[CH:25][N:24]=1)[C:21]([C:8]1[CH:9]=[CH:10][C:11]([N:12]2[C:16]3=[N:17][CH:18]=[CH:19][CH:20]=[C:15]3[CH:14]=[CH:13]2)=[C:6]([CH3:5])[CH:7]=1)=[O:29]. (2) The product is: [F:23][C:20]1[CH:19]=[CH:18][C:17]([C:16]2[S:15][C:14]([CH3:24])=[N:13][C:12]=2[C:10]([N:4]2[CH2:5][CH2:6][CH2:7][C@@H:8]([CH3:9])[C@H:3]2[CH2:2][NH:1][C:26]2[CH:31]=[C:30]([C:32]([F:35])([F:34])[F:33])[CH:29]=[CH:28][N:27]=2)=[O:11])=[CH:22][CH:21]=1. Given the reactants [NH2:1][CH2:2][C@@H:3]1[C@H:8]([CH3:9])[CH2:7][CH2:6][CH2:5][N:4]1[C:10]([C:12]1[N:13]=[C:14]([CH3:24])[S:15][C:16]=1[C:17]1[CH:22]=[CH:21][C:20]([F:23])=[CH:19][CH:18]=1)=[O:11].Br[C:26]1[CH:31]=[C:30]([C:32]([F:35])([F:34])[F:33])[CH:29]=[CH:28][N:27]=1.C1C=CC(P(C2C(C3C(P(C4C=CC=CC=4)C4C=CC=CC=4)=CC=C4C=3C=CC=C4)=C3C(C=CC=C3)=CC=2)C2C=CC=CC=2)=CC=1.CC([O-])(C)C.[Na+], predict the reaction product. (3) Given the reactants [CH:1]([CH:3]([Br:6])[CH:4]=O)=O.[CH3:7][O:8][C:9]1[CH:14]=[CH:13][CH:12]=[C:11]([NH2:15])[CH:10]=1.C(O)(=O)C, predict the reaction product. The product is: [Br:6][C:3]1[CH:1]=[N:15][C:11]2[C:12]([CH:4]=1)=[CH:13][CH:14]=[C:9]([O:8][CH3:7])[CH:10]=2. (4) Given the reactants O=P(Cl)(Cl)Cl.[Cl:6][C:7]1[C:8]([CH:13]([NH:30][C:31]([CH:33]2[CH2:36][CH2:35][CH2:34]2)=O)[C:14]2[CH:23]=[C:22]3[C:17]([CH:18]=[CH:19][C:20]([C:24]4[CH:29]=[CH:28][CH:27]=[CH:26][CH:25]=4)=[N:21]3)=[CH:16][CH:15]=2)=[N:9][CH:10]=[CH:11][N:12]=1.N.CC(O)C, predict the reaction product. The product is: [Cl:6][C:7]1[C:8]([CH:13]([NH2:30])[C:14]2[CH:23]=[C:22]3[C:17]([CH:18]=[CH:19][C:20]([C:24]4[CH:29]=[CH:28][CH:27]=[CH:26][CH:25]=4)=[N:21]3)=[CH:16][CH:15]=2)=[N:9][CH:10]=[CH:11][N:12]=1.[Cl:6][C:7]1[C:8]2[N:9]([CH:31]([CH:33]3[CH2:36][CH2:35][CH2:34]3)[NH:30][C:13]=2[C:14]2[CH:23]=[C:22]3[C:17]([CH:18]=[CH:19][C:20]([C:24]4[CH:29]=[CH:28][CH:27]=[CH:26][CH:25]=4)=[N:21]3)=[CH:16][CH:15]=2)[CH:10]=[CH:11][N:12]=1. (5) Given the reactants [Si:1]([O:18][C:19]1[CH:20]=[C:21]([C:27]2[CH:32]=[CH:31][CH:30]=[C:29]([C:33]3([CH:39]([C:41]4[CH:46]=[CH:45][N:44]=[CH:43][CH:42]=4)[OH:40])SCCCS3)[CH:28]=2)[CH:22]=[C:23]([O:25][CH3:26])[CH:24]=1)([C:14]([CH3:17])([CH3:16])[CH3:15])([C:8]1[CH:13]=[CH:12][CH:11]=[CH:10][CH:9]=1)[C:2]1[CH:7]=[CH:6][CH:5]=[CH:4][CH:3]=1.C([OH:51])(C)(C)C.CC(OI1(OC(C)=O)(OC(C)=O)OC(=O)C2C=CC=CC1=2)=O.C(=O)(O)[O-].[Na+].S([O-])([O-])(=O)=S.[Na+].[Na+], predict the reaction product. The product is: [Si:1]([O:18][C:19]1[CH:20]=[C:21]([C:27]2[CH:32]=[CH:31][CH:30]=[C:29]([C:33](=[O:51])[C:39]([C:41]3[CH:42]=[CH:43][N:44]=[CH:45][CH:46]=3)=[O:40])[CH:28]=2)[CH:22]=[C:23]([O:25][CH3:26])[CH:24]=1)([C:14]([CH3:17])([CH3:15])[CH3:16])([C:2]1[CH:3]=[CH:4][CH:5]=[CH:6][CH:7]=1)[C:8]1[CH:9]=[CH:10][CH:11]=[CH:12][CH:13]=1. (6) Given the reactants [C:1]([O:5][C:6]([NH:8][C@H:9]([CH:20]1[CH2:22][CH2:21]1)[CH2:10][C:11](=[O:19])[C:12](=[N+]=[N-])[C:13]([O:15][CH3:16])=[O:14])=[O:7])([CH3:4])([CH3:3])[CH3:2].N#N, predict the reaction product. The product is: [CH:20]1([C@H:9]2[N:8]([C:6]([O:5][C:1]([CH3:4])([CH3:3])[CH3:2])=[O:7])[CH:12]([C:13]([O:15][CH3:16])=[O:14])[C:11](=[O:19])[CH2:10]2)[CH2:22][CH2:21]1. (7) Given the reactants C1C=CC(P(C2C=CC=CC=2)C2C=CC=CC=2)=CC=1.[C:20]([OH:23])(=[S:22])[CH3:21].O[CH:25](C)[CH2:26][P:27](=[O:36])([CH2:32][CH:33](O)[CH3:34])[CH2:28][CH:29](O)[CH3:30].CC([O:41]C(/N=N/C(OC(C)C)=O)=O)C.[C:52]([O-:55])([O-])=O.[Na+].[Na+], predict the reaction product. The product is: [C:20](=[O:23])([S:22][CH2:30][CH2:29][CH2:28][P:27]([CH2:26][CH2:25][CH2:52][OH:55])([CH2:32][CH2:33][CH2:34][OH:41])=[O:36])[CH3:21]. (8) The product is: [C:1]([O:5][C:6]([NH:8][CH2:9][CH2:10][C:11]1[CH:19]=[CH:18][C:14]([C:15]([O:17][CH2:27][CH3:28])=[O:16])=[CH:13][CH:12]=1)=[O:7])([CH3:4])([CH3:2])[CH3:3]. Given the reactants [C:1]([O:5][C:6]([NH:8][CH2:9][CH2:10][C:11]1[CH:19]=[CH:18][C:14]([C:15]([OH:17])=[O:16])=[CH:13][CH:12]=1)=[O:7])([CH3:4])([CH3:3])[CH3:2].C(=O)([O-])[O-].[K+].[K+].I[CH2:27][CH3:28], predict the reaction product.